From a dataset of Reaction yield outcomes from USPTO patents with 853,638 reactions. Predict the reaction yield, written as a fraction of the theoretical maximum amount of product (1.0 means a 100% yield; for example, 0.34 means a 34% yield). (1) The reactants are [NH2:1][CH2:2][CH:3]([C:5]1[CH:10]=[CH:9][CH:8]=[CH:7][CH:6]=1)[OH:4].[CH:11](=O)[CH3:12].[BH4-].[Na+]. The catalyst is C(O)C. The product is [CH2:11]([NH:1][CH2:2][CH:3]([C:5]1[CH:10]=[CH:9][CH:8]=[CH:7][CH:6]=1)[OH:4])[CH3:12]. The yield is 0.660. (2) The product is [CH:5]1([CH2:4][N:6]2[C:10]3[CH:11]=[CH:12][CH:13]=[CH:14][C:9]=3[N:8]=[C:7]2[CH2:15][OH:16])[CH2:3][CH2:2]1. The reactants are Br[CH2:2][CH:3]1[CH2:5][CH2:4]1.[NH:6]1[C:10]2[CH:11]=[CH:12][CH:13]=[CH:14][C:9]=2[N:8]=[C:7]1[CH2:15][OH:16].C(N(CC)C(C)C)(C)C. The yield is 0.260. The catalyst is CN(C=O)C.